The task is: Predict the product of the given reaction.. This data is from Forward reaction prediction with 1.9M reactions from USPTO patents (1976-2016). (1) Given the reactants [N:1]1[CH:6]=[C:5]([CH:7]=O)[CH:4]=[N:3][CH:2]=1.[N:9]1([C:15]([O:17][C:18]([CH3:21])([CH3:20])[CH3:19])=[O:16])[CH2:14][CH2:13][NH:12][CH2:11][CH2:10]1.[Al]([C:27]#[N:28])(CC)CC.C1(C)C=CC=CC=1.C([O-])(O)=O.[Na+], predict the reaction product. The product is: [C:27]([CH:7]([C:5]1[CH:4]=[N:3][CH:2]=[N:1][CH:6]=1)[N:12]1[CH2:13][CH2:14][N:9]([C:15]([O:17][C:18]([CH3:21])([CH3:20])[CH3:19])=[O:16])[CH2:10][CH2:11]1)#[N:28]. (2) The product is: [ClH:22].[CH:6]1[C:15]2[CH:14]=[CH:13][CH:12]=[C:11]([S:16]([Cl:22])(=[O:19])=[O:17])[C:10]=2[CH:9]=[CH:8][N:7]=1. Given the reactants CN(C=O)C.[CH:6]1[C:15]2[CH:14]=[CH:13][CH:12]=[C:11]([S:16]([OH:19])(=O)=[O:17])[C:10]=2[CH:9]=[CH:8][N:7]=1.S(Cl)([Cl:22])=O, predict the reaction product. (3) Given the reactants [F:1][C:2]1[C:3]([CH3:31])=[C:4]([CH:8]([CH2:20][C:21]([C:23]2[CH:28]=[CH:27][CH:26]=[C:25]([O:29][CH3:30])[CH:24]=2)=[O:22])[CH2:9][C:10]([C:12]2[CH:17]=[CH:16][CH:15]=[C:14]([O:18][CH3:19])[CH:13]=2)=[O:11])[CH:5]=[CH:6][CH:7]=1.[CH3:32][N+:33]([CH3:35])=[CH2:34].[I-].O.[OH-].[Na+].[C:40](O)(=O)C, predict the reaction product. The product is: [CH3:34][N:33]([CH2:35][CH:20]([CH:8]([C:4]1[CH:5]=[CH:6][CH:7]=[C:2]([F:1])[C:3]=1[CH3:31])[C:9](=[CH2:40])[C:10]([C:12]1[CH:17]=[CH:16][CH:15]=[C:14]([O:18][CH3:19])[CH:13]=1)=[O:11])[C:21]([C:23]1[CH:28]=[CH:27][CH:26]=[C:25]([O:29][CH3:30])[CH:24]=1)=[O:22])[CH3:32]. (4) Given the reactants C1(=O)O[CH:6](C2C=CC=CC=2)[O:5][C:3](=[O:4])C1.[H-].[Na+].[F:17][C:18]1[CH:23]=[CH:22][C:21]([CH3:24])=[C:20]([N+:25]([O-:27])=[O:26])[CH:19]=1.[CH3:28][CH2:29][CH2:30][CH2:31][CH2:32][CH3:33].[C:34]([O:37][CH2:38]C)(=[O:36])[CH3:35].[CH3:40]N(C=O)C, predict the reaction product. The product is: [F:17][C:18]1[CH:23]=[CH:22][C:21]([CH2:24][CH:40]([CH:35]([C:34]([O:37][CH3:38])=[O:36])[C:3]([O:5][CH3:6])=[O:4])[C:30]2[CH:29]=[CH:28][CH:33]=[CH:32][CH:31]=2)=[C:20]([N+:25]([O-:27])=[O:26])[CH:19]=1. (5) Given the reactants [C:1]([C:3](=[C:7](SC)[S:8][CH3:9])C(O)=O)#[N:2].[CH3:12][N:13]1[CH2:18][CH2:17][NH:16][CH2:15][CH2:14]1.C(N(CC)CC)C, predict the reaction product. The product is: [CH3:12][N:13]1[CH2:18][CH2:17][N:16]([C:7]([S:8][CH3:9])=[CH:3][C:1]#[N:2])[CH2:15][CH2:14]1. (6) The product is: [C:1]([O:5][C:6]([N:8]([CH3:34])[C:9]([CH2:30][CH2:31][CH2:32][N:35]1[CH2:39][CH2:38][CH2:37][CH2:36]1)([CH2:17][CH2:18][CH2:19][CH2:20][B:21]1[O:25][C:24]([CH3:26])([CH3:27])[C:23]([CH3:29])([CH3:28])[O:22]1)[C:10]([O:12][C:13]([CH3:14])([CH3:15])[CH3:16])=[O:11])=[O:7])([CH3:2])([CH3:4])[CH3:3]. Given the reactants [C:1]([O:5][C:6]([N:8]([CH3:34])[C:9]([CH2:30][CH2:31][CH:32]=O)([CH2:17][CH2:18][CH2:19][CH2:20][B:21]1[O:25][C:24]([CH3:27])([CH3:26])[C:23]([CH3:29])([CH3:28])[O:22]1)[C:10]([O:12][C:13]([CH3:16])([CH3:15])[CH3:14])=[O:11])=[O:7])([CH3:4])([CH3:3])[CH3:2].[NH:35]1[CH2:39][CH2:38][CH2:37][CH2:36]1.C(O[BH-](OC(=O)C)OC(=O)C)(=O)C.[Na+], predict the reaction product. (7) Given the reactants [N+:1]([O-])(O)=O.[F:5][C:6]1([F:26])[O:10][C:9]2[CH:11]=[CH:12][CH:13]=[C:14]([C@@:15]34[N:24]=[C:23]([NH2:25])[S:22][CH2:21][C@@H:20]3[CH2:19][CH2:18][O:17][CH2:16]4)[C:8]=2[O:7]1.S(=O)(=O)(O)O.[OH-].[C:33](O[C:33]([O:35][C:36]([CH3:39])([CH3:38])[CH3:37])=[O:34])([O:35][C:36]([CH3:39])([CH3:38])[CH3:37])=[O:34], predict the reaction product. The product is: [NH2:1][C:12]1[CH:13]=[C:14]([C@@:15]23[N:24]=[C:23]([NH:25][C:33](=[O:34])[O:35][C:36]([CH3:39])([CH3:38])[CH3:37])[S:22][CH2:21][C@@H:20]2[CH2:19][CH2:18][O:17][CH2:16]3)[C:8]2[O:7][C:6]([F:5])([F:26])[O:10][C:9]=2[CH:11]=1.